This data is from Peptide-MHC class II binding affinity with 134,281 pairs from IEDB. The task is: Regression. Given a peptide amino acid sequence and an MHC pseudo amino acid sequence, predict their binding affinity value. This is MHC class II binding data. (1) The peptide sequence is GCGSCFEIKCTKPEA. The MHC is HLA-DPA10201-DPB10101 with pseudo-sequence HLA-DPA10201-DPB10101. The binding affinity (normalized) is 0. (2) The peptide sequence is YDKFLQNVSTVLTGK. The MHC is DRB1_1602 with pseudo-sequence DRB1_1602. The binding affinity (normalized) is 0.685.